Dataset: NCI-60 drug combinations with 297,098 pairs across 59 cell lines. Task: Regression. Given two drug SMILES strings and cell line genomic features, predict the synergy score measuring deviation from expected non-interaction effect. (1) Drug 1: CS(=O)(=O)OCCCCOS(=O)(=O)C. Drug 2: C1CCC(C(C1)N)N.C(=O)(C(=O)[O-])[O-].[Pt+4]. Cell line: SNB-19. Synergy scores: CSS=28.5, Synergy_ZIP=-8.66, Synergy_Bliss=-1.87, Synergy_Loewe=-14.9, Synergy_HSA=-1.05. (2) Drug 1: C1=CC(=CC=C1C#N)C(C2=CC=C(C=C2)C#N)N3C=NC=N3. Drug 2: C1=NNC2=C1C(=O)NC=N2. Cell line: A549. Synergy scores: CSS=0.0145, Synergy_ZIP=-0.550, Synergy_Bliss=-0.987, Synergy_Loewe=0.623, Synergy_HSA=-2.26. (3) Drug 1: C1C(C(OC1N2C=C(C(=O)NC2=O)F)CO)O. Drug 2: C1=CC=C(C=C1)NC(=O)CCCCCCC(=O)NO. Cell line: M14. Synergy scores: CSS=5.36, Synergy_ZIP=0.327, Synergy_Bliss=0.800, Synergy_Loewe=-10.4, Synergy_HSA=-3.63.